This data is from CYP2C9 inhibition data for predicting drug metabolism from PubChem BioAssay. The task is: Regression/Classification. Given a drug SMILES string, predict its absorption, distribution, metabolism, or excretion properties. Task type varies by dataset: regression for continuous measurements (e.g., permeability, clearance, half-life) or binary classification for categorical outcomes (e.g., BBB penetration, CYP inhibition). Dataset: cyp2c9_veith. (1) The drug is CCOC(=O)C1C(=O)C=C(c2ccc(NS(C)(=O)=O)cc2)CC1c1ccco1. The result is 1 (inhibitor). (2) The molecule is CO[C@H]1COC(=O)C/C=C\[C@H](C)[C@@H](OC)COC(=O)C/C=C\[C@@H]1C. The result is 0 (non-inhibitor). (3) The drug is CC(=O)N1CCC[C@@]2(CCN(C(c3ccccc3)c3ccccc3)C2)C1. The result is 0 (non-inhibitor). (4) The drug is O.O=C1C(O)=C(O)C(=O)C(O)=C1O. The result is 0 (non-inhibitor). (5) The compound is COC(=O)C1(Cc2ccccc2)C=C2C(=C(C)C(=O)C2C)CN1. The result is 0 (non-inhibitor). (6) The molecule is CN(C)CCCNc1ncnc2nc[nH]c12. The result is 0 (non-inhibitor).